This data is from NCI-60 drug combinations with 297,098 pairs across 59 cell lines. The task is: Regression. Given two drug SMILES strings and cell line genomic features, predict the synergy score measuring deviation from expected non-interaction effect. (1) Drug 1: CC1CCC2CC(C(=CC=CC=CC(CC(C(=O)C(C(C(=CC(C(=O)CC(OC(=O)C3CCCCN3C(=O)C(=O)C1(O2)O)C(C)CC4CCC(C(C4)OC)O)C)C)O)OC)C)C)C)OC. Drug 2: CC1CCCC2(C(O2)CC(NC(=O)CC(C(C(=O)C(C1O)C)(C)C)O)C(=CC3=CSC(=N3)C)C)C. Cell line: HL-60(TB). Synergy scores: CSS=58.2, Synergy_ZIP=-2.28, Synergy_Bliss=-3.70, Synergy_Loewe=-21.3, Synergy_HSA=-1.28. (2) Drug 1: CC1=C2C(C(=O)C3(C(CC4C(C3C(C(C2(C)C)(CC1OC(=O)C(C(C5=CC=CC=C5)NC(=O)OC(C)(C)C)O)O)OC(=O)C6=CC=CC=C6)(CO4)OC(=O)C)OC)C)OC. Drug 2: C1=CC(=CC=C1CCC2=CNC3=C2C(=O)NC(=N3)N)C(=O)NC(CCC(=O)O)C(=O)O. Cell line: HCT-15. Synergy scores: CSS=80.0, Synergy_ZIP=7.78, Synergy_Bliss=6.30, Synergy_Loewe=5.19, Synergy_HSA=11.6. (3) Drug 1: C(=O)(N)NO. Drug 2: CC12CCC3C(C1CCC2O)C(CC4=C3C=CC(=C4)O)CCCCCCCCCS(=O)CCCC(C(F)(F)F)(F)F. Cell line: RXF 393. Synergy scores: CSS=1.11, Synergy_ZIP=-0.930, Synergy_Bliss=-2.01, Synergy_Loewe=-2.42, Synergy_HSA=-1.74. (4) Drug 1: CN(CC1=CN=C2C(=N1)C(=NC(=N2)N)N)C3=CC=C(C=C3)C(=O)NC(CCC(=O)O)C(=O)O. Drug 2: CN(CCCl)CCCl.Cl. Cell line: OVCAR-5. Synergy scores: CSS=47.5, Synergy_ZIP=-3.38, Synergy_Bliss=-3.44, Synergy_Loewe=-8.88, Synergy_HSA=-0.407. (5) Drug 1: C1=NC2=C(N=C(N=C2N1C3C(C(C(O3)CO)O)O)F)N. Drug 2: COC1=C2C(=CC3=C1OC=C3)C=CC(=O)O2. Cell line: NCI-H460. Synergy scores: CSS=-0.499, Synergy_ZIP=0.887, Synergy_Bliss=-0.758, Synergy_Loewe=-1.22, Synergy_HSA=-2.76. (6) Drug 1: CS(=O)(=O)C1=CC(=C(C=C1)C(=O)NC2=CC(=C(C=C2)Cl)C3=CC=CC=N3)Cl. Drug 2: CC1=C(C(CCC1)(C)C)C=CC(=CC=CC(=CC(=O)O)C)C. Cell line: OVCAR-8. Synergy scores: CSS=5.45, Synergy_ZIP=1.30, Synergy_Bliss=2.19, Synergy_Loewe=2.87, Synergy_HSA=2.28. (7) Drug 1: C1=CC(=CC=C1CCC2=CNC3=C2C(=O)NC(=N3)N)C(=O)NC(CCC(=O)O)C(=O)O. Drug 2: CC(C)(C#N)C1=CC(=CC(=C1)CN2C=NC=N2)C(C)(C)C#N. Cell line: SK-MEL-2. Synergy scores: CSS=14.8, Synergy_ZIP=-3.72, Synergy_Bliss=-2.57, Synergy_Loewe=-4.02, Synergy_HSA=-0.896. (8) Drug 1: C1=CC(=CC=C1CCC2=CNC3=C2C(=O)NC(=N3)N)C(=O)NC(CCC(=O)O)C(=O)O. Drug 2: COCCOC1=C(C=C2C(=C1)C(=NC=N2)NC3=CC=CC(=C3)C#C)OCCOC.Cl. Cell line: MDA-MB-435. Synergy scores: CSS=11.2, Synergy_ZIP=-0.805, Synergy_Bliss=2.82, Synergy_Loewe=-30.9, Synergy_HSA=0.342. (9) Drug 1: CC1C(C(CC(O1)OC2CC(OC(C2O)C)OC3=CC4=CC5=C(C(=O)C(C(C5)C(C(=O)C(C(C)O)O)OC)OC6CC(C(C(O6)C)O)OC7CC(C(C(O7)C)O)OC8CC(C(C(O8)C)O)(C)O)C(=C4C(=C3C)O)O)O)O. Drug 2: COCCOC1=C(C=C2C(=C1)C(=NC=N2)NC3=CC=CC(=C3)C#C)OCCOC.Cl. Cell line: HCT-15. Synergy scores: CSS=36.4, Synergy_ZIP=1.40, Synergy_Bliss=3.18, Synergy_Loewe=-16.2, Synergy_HSA=1.55. (10) Drug 1: C1=C(C(=O)NC(=O)N1)F. Drug 2: CS(=O)(=O)CCNCC1=CC=C(O1)C2=CC3=C(C=C2)N=CN=C3NC4=CC(=C(C=C4)OCC5=CC(=CC=C5)F)Cl. Cell line: HCT116. Synergy scores: CSS=52.1, Synergy_ZIP=-1.68, Synergy_Bliss=-2.53, Synergy_Loewe=-4.17, Synergy_HSA=0.820.